Dataset: Reaction yield outcomes from USPTO patents with 853,638 reactions. Task: Predict the reaction yield, written as a fraction of the theoretical maximum amount of product (1.0 means a 100% yield; for example, 0.34 means a 34% yield). (1) The reactants are [Br:1]N1C(=O)CCC1=O.[C:9]([CH2:15][C:16]#[N:17])(=[O:14])[C:10]([CH3:13])([CH3:12])[CH3:11]. The catalyst is C(Cl)(Cl)(Cl)Cl. The product is [Br:1][CH:15]([C:9](=[O:14])[C:10]([CH3:13])([CH3:12])[CH3:11])[C:16]#[N:17]. The yield is 0.879. (2) The reactants are [CH3:1][O:2][C:3]1[CH:4]=[C:5]([C:13]([O:15]CC)=[O:14])[CH:6]=[C:7]2[C:11]=1[NH:10][N:9]=[C:8]2[CH3:12].[Li+].[OH-]. The catalyst is CCO. The product is [CH3:1][O:2][C:3]1[CH:4]=[C:5]([C:13]([OH:15])=[O:14])[CH:6]=[C:7]2[C:11]=1[NH:10][N:9]=[C:8]2[CH3:12]. The yield is 0.910. (3) The reactants are C1CCC(N=C=NC2CCCCC2)CC1.[CH3:16][C:17]([OH:20])([CH3:19])[CH3:18].[NH:21]([C:38]([O:40][C:41]([CH3:44])([CH3:43])[CH3:42])=[O:39])[C@H:22]([C:35](O)=[O:36])[CH2:23][NH:24][C:25]([O:27][CH2:28][C:29]1[CH:34]=[CH:33][CH:32]=[CH:31][CH:30]=1)=[O:26]. The catalyst is CN(C1C=CN=CC=1)C.C(Cl)Cl. The product is [NH:21]([C:38]([O:40][C:41]([CH3:44])([CH3:43])[CH3:42])=[O:39])[C@H:22]([C:35]([O:20][C:17]([CH3:19])([CH3:18])[CH3:16])=[O:36])[CH2:23][NH:24][C:25]([O:27][CH2:28][C:29]1[CH:30]=[CH:31][CH:32]=[CH:33][CH:34]=1)=[O:26]. The yield is 0.840. (4) The reactants are [H-].[Na+].[C:3]([N:10]1[CH2:14][CH2:13][C@H:12]([OH:15])[CH2:11]1)([O:5][C:6]([CH3:9])([CH3:8])[CH3:7])=[O:4].F[C:17]1[CH:18]=[C:19]([N+:23]([O-:25])=[O:24])[CH:20]=[CH:21][CH:22]=1. The catalyst is CS(C)=O. The product is [C:6]([O:5][C:3]([N:10]1[CH2:14][CH2:13][CH:12]([O:15][C:17]2[CH:22]=[CH:21][CH:20]=[C:19]([N+:23]([O-:25])=[O:24])[CH:18]=2)[CH2:11]1)=[O:4])([CH3:9])([CH3:8])[CH3:7]. The yield is 0.600. (5) The reactants are [OH:1][C:2]1([CH3:15])[CH2:7][CH2:6][N:5]([C:8]([O:10][C:11]([CH3:14])([CH3:13])[CH3:12])=[O:9])[CH2:4][CH2:3]1.[H-].[Na+].[CH2:18](Br)[CH:19]=[CH2:20]. The catalyst is CN(C=O)C. The product is [CH2:20]([O:1][C:2]1([CH3:15])[CH2:3][CH2:4][N:5]([C:8]([O:10][C:11]([CH3:14])([CH3:13])[CH3:12])=[O:9])[CH2:6][CH2:7]1)[CH:19]=[CH2:18]. The yield is 0.610. (6) The reactants are [H-].[Na+].[CH:3]1([CH2:9][C:10](=[O:12])[CH3:11])[CH2:8][CH2:7][CH2:6][CH2:5][CH2:4]1.[CH2:13]([O:15][C:16](=[O:22])[C:17](OCC)=[O:18])[CH3:14].CC[O-].[Na+]. The catalyst is CCO. The product is [CH:3]1([CH2:9][C:10](=[O:12])[CH2:11][C:17](=[O:18])[C:16]([O:15][CH2:13][CH3:14])=[O:22])[CH2:8][CH2:7][CH2:6][CH2:5][CH2:4]1. The yield is 0.590. (7) The reactants are [C:1]1(=[O:8])[O:7][C:5](=[O:6])[CH2:4][O:3][CH2:2]1.[CH3:9][CH:10]1[CH2:19][C:18]2[N:17]=[N:16][C:15]([C:20]3[CH:25]=[CH:24][CH:23]=[C:22]([C:26]([F:29])([F:28])[F:27])[CH:21]=3)=[CH:14][C:13]=2[CH:12]([OH:30])[CH2:11]1.C1(C)C=CC=CC=1. The catalyst is N1C=CC=CC=1. The yield is 0.870. The product is [C:5]([CH2:4][O:3][CH2:2][C:1]([O:30][CH:12]1[CH2:11][CH:10]([CH3:9])[CH2:19][C:18]2[N:17]=[N:16][C:15]([C:20]3[CH:25]=[CH:24][CH:23]=[C:22]([C:26]([F:29])([F:28])[F:27])[CH:21]=3)=[CH:14][C:13]1=2)=[O:8])([OH:7])=[O:6].